Dataset: Catalyst prediction with 721,799 reactions and 888 catalyst types from USPTO. Task: Predict which catalyst facilitates the given reaction. (1) Reactant: [CH3:1][N:2]([C:4](/[CH:6]=[CH:7]/[CH:8]1[CH2:13][CH2:12][CH2:11][CH2:10][CH2:9]1)=[O:5])[CH3:3].[Br:14]Br.C(N(CC)CC)C. Product: [CH3:1][N:2]([C:4](/[C:6](/[Br:14])=[CH:7]/[CH:8]1[CH2:13][CH2:12][CH2:11][CH2:10][CH2:9]1)=[O:5])[CH3:3]. The catalyst class is: 363. (2) Reactant: C([O-])(=O)C.[NH4+].[CH3:6][O:7][C:8]1[CH:9]=[C:10]([CH:13]=[CH:14][C:15]=1[O:16][C:17]1[CH:22]=[CH:21][C:20]([C:23]([F:26])([F:25])[F:24])=[CH:19][C:18]=1[N+:27]([O-:29])=[O:28])[CH:11]=O.[NH2:30][C:31]1[N:35]([C:36]2[CH:41]=[CH:40][CH:39]=[CH:38][CH:37]=2)[N:34]=[C:33]([CH2:42][C:43]#[N:44])[C:32]=1[C:45]#[N:46]. Product: [NH2:30][C:31]1[N:35]([C:36]2[CH:41]=[CH:40][CH:39]=[CH:38][CH:37]=2)[N:34]=[C:33]([C:42]([C:43]#[N:44])=[CH:11][C:10]2[CH:13]=[CH:14][C:15]([O:16][C:17]3[CH:22]=[CH:21][C:20]([C:23]([F:26])([F:24])[F:25])=[CH:19][C:18]=3[N+:27]([O-:29])=[O:28])=[C:8]([O:7][CH3:6])[CH:9]=2)[C:32]=1[C:45]#[N:46]. The catalyst class is: 11. (3) Reactant: [Br:1][C:2]1[CH:3]=[CH:4][C:5](=[O:8])[NH:6][CH:7]=1.[N+:9]([O-])([OH:11])=[O:10]. The catalyst class is: 65. Product: [Br:1][C:2]1[CH:3]=[C:4]([N+:9]([O-:11])=[O:10])[C:5](=[O:8])[NH:6][CH:7]=1. (4) Reactant: [Cl-].O[NH3+:3].[C:4](=[O:7])([O-])[OH:5].[Na+].CS(C)=O.[CH2:13]([C:15]1[S:53][C:18]2[N:19]([CH2:38][C:39]3[CH:44]=[CH:43][C:42]([C:45]4[C:46]([C:51]#[N:52])=[CH:47][CH:48]=[CH:49][CH:50]=4)=[CH:41][CH:40]=3)[C:20](=[O:37])[N:21]([CH2:24][C:25]([C:27]3[N:31]([CH3:32])[C:30]4[CH:33]=[CH:34][CH:35]=[CH:36][C:29]=4[N:28]=3)=[O:26])[C:22](=[O:23])[C:17]=2[CH:16]=1)[CH3:14]. Product: [CH2:13]([C:15]1[S:53][C:18]2[N:19]([CH2:38][C:39]3[CH:40]=[CH:41][C:42]([C:45]4[CH:50]=[CH:49][CH:48]=[CH:47][C:46]=4[C:51]4[NH:3][C:4](=[O:7])[O:5][N:52]=4)=[CH:43][CH:44]=3)[C:20](=[O:37])[N:21]([CH2:24][C:25]([C:27]3[N:31]([CH3:32])[C:30]4[CH:33]=[CH:34][CH:35]=[CH:36][C:29]=4[N:28]=3)=[O:26])[C:22](=[O:23])[C:17]=2[CH:16]=1)[CH3:14]. The catalyst class is: 69. (5) Reactant: [CH2:1]1[C:10]2[C:5](=[CH:6][CH:7]=[CH:8][CH:9]=2)[CH2:4][CH:3]([C:11]([OH:13])=[O:12])[NH:2]1.[CH3:14][C:15]([O:18][C:19](O[C:19]([O:18][C:15]([CH3:17])([CH3:16])[CH3:14])=[O:20])=[O:20])([CH3:17])[CH3:16].[OH-].[Na+]. Product: [C:19]([N:2]1[CH:3]([C:11]([OH:13])=[O:12])[CH2:4][C:5]2[C:10](=[CH:9][CH:8]=[CH:7][CH:6]=2)[CH2:1]1)([O:18][C:15]([CH3:17])([CH3:16])[CH3:14])=[O:20]. The catalyst class is: 664.